From a dataset of Forward reaction prediction with 1.9M reactions from USPTO patents (1976-2016). Predict the product of the given reaction. Given the reactants [CH3:1][NH:2][C:3]1[CH:4]=[C:5]2[C:9](=[CH:10][C:11]=1[NH2:12])[C:8]([F:14])([F:13])[O:7][C:6]2([F:16])[F:15].[CH2:17]([S:19][C:20]1[C:21]([C:26]([OH:28])=O)=[N:22][CH:23]=[CH:24][CH:25]=1)[CH3:18].CCN=C=NCCCN(C)C.C1C=CC2N(O)N=NC=2C=1, predict the reaction product. The product is: [CH2:17]([S:19][C:20]1[C:21]([C:26]([NH:12][C:11]2[CH:10]=[C:9]3[C:5](=[CH:4][C:3]=2[NH:2][CH3:1])[C:6]([F:15])([F:16])[O:7][C:8]3([F:14])[F:13])=[O:28])=[N:22][CH:23]=[CH:24][CH:25]=1)[CH3:18].